This data is from Reaction yield outcomes from USPTO patents with 853,638 reactions. The task is: Predict the reaction yield, written as a fraction of the theoretical maximum amount of product (1.0 means a 100% yield; for example, 0.34 means a 34% yield). (1) The reactants are [Cl:1][C:2]1[C:7]([CH3:8])=[CH:6][C:5]([NH:9][CH:10]2[CH2:15][CH2:14][N:13]([C@H:16]3[CH2:21][CH2:20][C@@H:19]([O:22][CH3:23])[CH2:18][CH2:17]3)[CH2:12][CH2:11]2)=[C:4]([N+:24]([O-])=O)[CH:3]=1.O.NN. The catalyst is C(O)C.[Ni]. The product is [NH2:24][C:4]1[CH:3]=[C:2]([Cl:1])[C:7]([CH3:8])=[CH:6][C:5]=1[NH:9][CH:10]1[CH2:11][CH2:12][N:13]([C@H:16]2[CH2:21][CH2:20][C@@H:19]([O:22][CH3:23])[CH2:18][CH2:17]2)[CH2:14][CH2:15]1. The yield is 0.950. (2) The reactants are [OH:1][N:2]1[C:6](=[O:7])[C:5]2=[CH:8][CH:9]=[CH:10][CH:11]=[C:4]2[C:3]1=[O:12].C(N(CC)CC)C.Br[CH2:21][C:22]([O:24][C:25]([CH3:28])([CH3:27])[CH3:26])=[O:23]. The catalyst is ClCCl.C(Cl)(Cl)Cl. The product is [O:7]=[C:6]1[C:5]2[C:4](=[CH:11][CH:10]=[CH:9][CH:8]=2)[C:3](=[O:12])[N:2]1[O:1][CH2:21][C:22]([O:24][C:25]([CH3:28])([CH3:27])[CH3:26])=[O:23]. The yield is 0.960. (3) The reactants are [CH3:1][C:2]12[C:14]3[C:6](=[CH:7][C:8]([NH:15][C:16]4[CH:26]=[CH:25][C:19]([C:20]([O:22]CC)=[O:21])=[CH:18][CH:17]=4)=[CH:9][C:10]=3[CH2:11][CH2:12][CH2:13]1)[CH2:5][CH2:4][CH2:3]2.[OH-].[Na+].Cl. The catalyst is C(O)C. The product is [CH3:1][C:2]12[C:14]3[C:10](=[CH:9][C:8]([NH:15][C:16]4[CH:17]=[CH:18][C:19]([C:20]([OH:22])=[O:21])=[CH:25][CH:26]=4)=[CH:7][C:6]=3[CH2:5][CH2:4][CH2:3]1)[CH2:11][CH2:12][CH2:13]2. The yield is 0.800. (4) The reactants are [NH2:1][C:2]1[CH:3]=[C:4]([CH:8]=[CH:9][C:10]=1Cl)[C:5]([OH:7])=[O:6].[NH2:12][C:13]1[CH:14]=[C:15](B(O)O)[CH:16]=[CH:17][CH:18]=1.C([O-])([O-])=O.[K+].[K+]. The catalyst is CC([O-])=O.CC([O-])=O.[Pd+2].C1(P(C2CCCCC2)C2C=CC=CC=2C2C(OC)=CC=C(S([O-])(=O)=O)C=2OC)CCCCC1.[Na+].O. The product is [NH2:1][C:2]1[CH:3]=[C:4]([C:5]([OH:7])=[O:6])[CH:8]=[CH:9][C:10]=1[C:17]1[CH:16]=[CH:15][CH:14]=[C:13]([NH2:12])[CH:18]=1. The yield is 0.990. (5) The reactants are CCN(CC)CC.Br[CH2:9][CH2:10][OH:11].[OH:12][C@@H:13]1[C:29]([CH3:31])([CH3:30])[C:28](=[O:32])[C@H:27]([CH3:33])[C@@H:26]([OH:34])[C@@H:25]([CH3:35])[CH2:24][CH2:23][CH2:22][C@@H:21]2[C@@H:19]([NH:20]2)[CH2:18][C@@H:17](/[C:36](/[CH3:44])=[CH:37]/[C:38]2[N:39]=[C:40]([CH3:43])[S:41][CH:42]=2)[O:16][C:15](=[O:45])[CH2:14]1. The catalyst is C(#N)C. The product is [OH:12][C@@H:13]1[C:29]([CH3:31])([CH3:30])[C:28](=[O:32])[C@H:27]([CH3:33])[C@@H:26]([OH:34])[C@@H:25]([CH3:35])[CH2:24][CH2:23][CH2:22][C@@H:21]2[C@@H:19]([N:20]2[CH2:9][CH2:10][OH:11])[CH2:18][C@@H:17](/[C:36](/[CH3:44])=[CH:37]/[C:38]2[N:39]=[C:40]([CH3:43])[S:41][CH:42]=2)[O:16][C:15](=[O:45])[CH2:14]1. The yield is 0.682. (6) The product is [CH:1]1([S:4]([NH:7][C:8]([C@@:10]23[CH2:12][C@H:11]2[CH:13]=[CH:31][CH2:30][CH2:29][CH2:28][CH2:27][C@@H:26]([CH2:33][O:34][CH3:35])[C@H:25]([NH:36][C:37](=[O:43])[O:38][C:39]([CH3:41])([CH3:40])[CH3:42])[C:24](=[O:44])[N:19]2[CH2:20][C@H:21]([OH:23])[CH2:22][C@H:18]2[C:16](=[O:17])[NH:15]3)=[O:9])(=[O:6])=[O:5])[CH2:2][CH2:3]1. The catalyst is ClCCCl.CC1C=C(C)C(N2C(=[Ru](Cl)(Cl)=CC3C=CC=CC=3OC(C)C)N(C3C(C)=CC(C)=CC=3C)CC2)=C(C)C=1. The reactants are [CH:1]1([S:4]([NH:7][C:8]([C@@:10]2([NH:15][C:16]([C@@H:18]3[CH2:22][C@@H:21]([OH:23])[CH2:20][N:19]3[C:24](=[O:44])[C@@H:25]([NH:36][C:37](=[O:43])[O:38][C:39]([CH3:42])([CH3:41])[CH3:40])[C@H:26]([CH2:33][O:34][CH3:35])[CH2:27][CH2:28][CH2:29][CH2:30][CH:31]=C)=[O:17])[CH2:12][C@H:11]2[CH:13]=C)=[O:9])(=[O:6])=[O:5])[CH2:3][CH2:2]1. The yield is 0.520.